This data is from Catalyst prediction with 721,799 reactions and 888 catalyst types from USPTO. The task is: Predict which catalyst facilitates the given reaction. (1) Reactant: [NH2:1][C:2]1[CH:7]=[CH:6][C:5]([C:8]2[C:16]3[C:11](=[N:12][CH:13]=[N:14][C:15]=3[NH2:17])[N:10]([C@H:18]3[CH2:23][CH2:22][C@H:21]([N:24]4[CH2:29][CH2:28][N:27]([CH3:30])[CH2:26][CH2:25]4)[CH2:20][CH2:19]3)[N:9]=2)=[CH:4][C:3]=1[O:31][CH3:32].[OH:33]N1C2N=CC=CC=2N=N1.Cl.CN(C)CCCN=C=NCC.C([N:58]([CH2:62][CH3:63])[CH:59]([CH3:61])[CH3:60])(C)C. Product: [C:3]([OH:31])(=[O:33])[CH3:4].[NH2:17][C:15]1[N:14]=[CH:13][N:12]=[C:11]2[N:10]([C@H:18]3[CH2:23][CH2:22][C@H:21]([N:24]4[CH2:25][CH2:26][N:27]([CH3:30])[CH2:28][CH2:29]4)[CH2:20][CH2:19]3)[N:9]=[C:8]([C:5]3[CH:6]=[CH:7][C:2]([NH:1][C:61]([C@H:59]4[CH2:60][CH2:63][CH2:62][NH:58]4)=[O:33])=[C:3]([O:31][CH3:32])[CH:4]=3)[C:16]=12. The catalyst class is: 9. (2) Reactant: [CH3:1][O:2][C:3]([C:5]1[C:10](Cl)=[C:9]([NH:12][CH2:13][C:14]2[O:15][CH:16]=[CH:17][CH:18]=2)[CH:8]=[C:7]([C:19]2[CH:24]=[CH:23][C:22]([Cl:25])=[C:21]([O:26][CH3:27])[C:20]=2[F:28])[N:6]=1)=[O:4].[CH3:29][C:30]1(C)C(C)(C)OB(C=C)O1.[F-].[Cs+].C(COC)OC. Product: [CH3:1][O:2][C:3]([C:5]1[C:10]([CH:29]=[CH2:30])=[C:9]([NH:12][CH2:13][C:14]2[O:15][CH:16]=[CH:17][CH:18]=2)[CH:8]=[C:7]([C:19]2[CH:24]=[CH:23][C:22]([Cl:25])=[C:21]([O:26][CH3:27])[C:20]=2[F:28])[N:6]=1)=[O:4]. The catalyst class is: 6. (3) Reactant: [OH:1][C@H:2]1[C@H:11]([O:12][CH2:13][CH2:14][O:15][CH3:16])[C:10]2[CH:9]=[CH:8][N:7]3[C:17]([CH3:21])=[C:18]([CH3:20])[N:19]=[C:6]3[C:5]=2[NH:4][C@@H:3]1[C:22]1[CH:27]=[CH:26][CH:25]=[CH:24][CH:23]=1.[H-].[Na+].Cl[C:31]([O:33][CH3:34])=[O:32].Cl. Product: [CH3:34][O:33][C:31]([O:1][C@H:2]1[C@H:11]([O:12][CH2:13][CH2:14][O:15][CH3:16])[C:10]2[CH:9]=[CH:8][N:7]3[C:17]([CH3:21])=[C:18]([CH3:20])[N:19]=[C:6]3[C:5]=2[NH:4][C@@H:3]1[C:22]1[CH:23]=[CH:24][CH:25]=[CH:26][CH:27]=1)=[O:32]. The catalyst class is: 7. (4) Reactant: [CH3:1][C:2]1[O:6][C:5]([CH2:7][NH:8][C:9]2[CH:18]=[CH:17][C:16]3[C:11](=[CH:12][CH:13]=[CH:14][C:15]=3[CH2:19][OH:20])[N:10]=2)=[CH:4][CH:3]=1.[C:21]1(O)[CH:26]=[CH:25][CH:24]=[CH:23][CH:22]=1.C1(P(C2C=CC=CC=2)C2C=CC=CC=2)C=CC=CC=1.N(C(OC(C)C)=O)=NC(OC(C)C)=O. Product: [CH3:1][C:2]1[O:6][C:5]([CH2:7][NH:8][C:9]2[CH:18]=[CH:17][C:16]3[C:11](=[CH:12][CH:13]=[CH:14][C:15]=3[CH2:19][O:20][C:21]3[CH:26]=[CH:25][CH:24]=[CH:23][CH:22]=3)[N:10]=2)=[CH:4][CH:3]=1. The catalyst class is: 7. (5) Reactant: C1(OC(=O)[N:9]([C:19]2[CH:24]=[C:23]([O:25][C:26]3[CH:31]=[CH:30][C:29]([NH:32][C:33]([C:35]4([C:38](=[O:47])[NH:39][C:40]5[CH:45]=[CH:44][C:43]([F:46])=[CH:42][CH:41]=5)[CH2:37][CH2:36]4)=[O:34])=[CH:28][CH:27]=3)[CH:22]=[CH:21][N:20]=2)[C:10](OC2C=CC=CC=2)=[O:11])C=CC=CC=1.[CH3:49][N:50]([CH3:56])[C@@H:51]1[CH2:55][CH2:54][NH:53][CH2:52]1. Product: [CH3:49][N:50]([CH3:56])[C@@H:51]1[CH2:55][CH2:54][N:53]([C:10]([NH:9][C:19]2[CH:24]=[C:23]([O:25][C:26]3[CH:31]=[CH:30][C:29]([NH:32][C:33]([C:35]4([C:38]([NH:39][C:40]5[CH:41]=[CH:42][C:43]([F:46])=[CH:44][CH:45]=5)=[O:47])[CH2:37][CH2:36]4)=[O:34])=[CH:28][CH:27]=3)[CH:22]=[CH:21][N:20]=2)=[O:11])[CH2:52]1. The catalyst class is: 9.